Dataset: Full USPTO retrosynthesis dataset with 1.9M reactions from patents (1976-2016). Task: Predict the reactants needed to synthesize the given product. (1) Given the product [NH:7]1[C:8]2[C:9](=[CH:10][CH:11]=[CH:13][CH:14]=2)[CH2:5][CH2:6][CH2:1]1, predict the reactants needed to synthesize it. The reactants are: [C:1]1([NH:7][C:8]2[CH:14]=[CH:13][C:11](N)=[CH:10][CH:9]=2)[CH:6]=[CH:5]C=CC=1.OC1CCCO1. (2) Given the product [OH:25][N:24]=[C:14]([C:11]1[CH:10]=[CH:9][C:8]([C:5]2[CH:6]=[CH:7][C:2]([CH3:1])=[CH:3][CH:4]=2)=[CH:13][CH:12]=1)[NH2:15], predict the reactants needed to synthesize it. The reactants are: [CH3:1][C:2]1[CH:7]=[CH:6][C:5]([C:8]2[CH:13]=[CH:12][C:11]([C:14]#[N:15])=[CH:10][CH:9]=2)=[CH:4][CH:3]=1.C(N(CC)CC)C.Cl.[NH2:24][OH:25].C([O-])(O)=O.[Na+]. (3) Given the product [Cl:55][C:56]1[CH:69]=[CH:68][C:59]([CH2:60][C:6]2([OH:5])[CH2:7][CH2:8][N:9]([S:12]([C:15]3[C:19]([CH3:20])=[N:18][NH:17][C:16]=3[CH3:22])(=[O:13])=[O:14])[CH2:10][CH2:11]2)=[C:58]([O:70][CH3:71])[CH:57]=1, predict the reactants needed to synthesize it. The reactants are: ClC1C=C(C=CC=1Cl)[O:5][CH:6]1[CH2:11][CH2:10][N:9]([S:12]([C:15]2[C:16]([CH3:22])=[N:17][N:18](C)[C:19]=2[CH3:20])(=[O:14])=[O:13])[CH2:8][CH2:7]1.ClC1C=C(C=CC=1Cl)NCC1CCN(S(C2C(C)=NN(C)C=2C)(=O)=O)CC1.Cl.[Cl:55][C:56]1[CH:69]=[CH:68][C:59]([CH2:60]C2(O)CCNCC2)=[C:58]([O:70][CH3:71])[CH:57]=1. (4) Given the product [N:1]1([S:7]([CH2:10][CH2:11][C:12]2[CH:17]=[CH:16][C:15]([C@@H:18]3[CH2:22][CH2:21][C:20](=[O:23])[CH2:19]3)=[CH:14][CH:13]=2)(=[O:9])=[O:8])[CH2:2][CH2:3][O:4][CH2:5][CH2:6]1, predict the reactants needed to synthesize it. The reactants are: [N:1]1([S:7]([CH:10]=[CH:11][C:12]2[CH:17]=[CH:16][C:15]([C@@H:18]3[CH2:22][CH2:21][C:20](=[O:23])[CH2:19]3)=[CH:14][CH:13]=2)(=[O:9])=[O:8])[CH2:6][CH2:5][O:4][CH2:3][CH2:2]1. (5) Given the product [CH3:47][C:35]1[N:34]([CH2:33][C:30]2[CH:31]=[CH:32][C:27]([C:22]3[C:21]([C:19]([OH:20])=[O:18])=[CH:26][CH:25]=[CH:24][CH:23]=3)=[CH:28][CH:29]=2)[C:42]2[C:37]([C:36]=1[CH3:46])=[CH:38][C:39]([C:43](=[O:44])[NH:11][C@H:9]([C:6]1[CH:5]=[CH:4][C:3]([C:2]([F:12])([F:13])[F:1])=[CH:8][CH:7]=1)[CH3:10])=[CH:40][CH:41]=2, predict the reactants needed to synthesize it. The reactants are: [F:1][C:2]([F:13])([F:12])[C:3]1[CH:8]=[CH:7][C:6]([C@@H:9]([NH2:11])[CH3:10])=[CH:5][CH:4]=1.C([O:18][C:19]([C:21]1[CH:26]=[CH:25][CH:24]=[CH:23][C:22]=1[C:27]1[CH:32]=[CH:31][C:30]([CH2:33][N:34]2[C:42]3[C:37](=[CH:38][C:39]([C:43](O)=[O:44])=[CH:40][CH:41]=3)[C:36]([CH3:46])=[C:35]2[CH3:47])=[CH:29][CH:28]=1)=[O:20])(C)(C)C. (6) Given the product [Cl:1][C:2]1[CH:7]=[C:6]([F:8])[CH:5]=[C:4]([N+:14]([O-:16])=[O:15])[C:3]=1[OH:9], predict the reactants needed to synthesize it. The reactants are: [Cl:1][C:2]1[CH:7]=[C:6]([F:8])[CH:5]=[CH:4][C:3]=1[OH:9].C(O)(=O)C.[N+:14]([O-])([OH:16])=[O:15].